This data is from Merck oncology drug combination screen with 23,052 pairs across 39 cell lines. The task is: Regression. Given two drug SMILES strings and cell line genomic features, predict the synergy score measuring deviation from expected non-interaction effect. (1) Synergy scores: synergy=-1.46. Drug 2: CC1(c2nc3c(C(N)=O)cccc3[nH]2)CCCN1. Drug 1: Nc1ccn(C2OC(CO)C(O)C2(F)F)c(=O)n1. Cell line: HT144. (2) Drug 1: N.N.O=C(O)C1(C(=O)O)CCC1.[Pt]. Drug 2: NC(=O)c1cccc2cn(-c3ccc(C4CCCNC4)cc3)nc12. Cell line: MSTO. Synergy scores: synergy=-6.03. (3) Drug 1: CC1CC2C3CCC4=CC(=O)C=CC4(C)C3(F)C(O)CC2(C)C1(O)C(=O)CO. Drug 2: COC1=C2CC(C)CC(OC)C(O)C(C)C=C(C)C(OC(N)=O)C(OC)C=CC=C(C)C(=O)NC(=CC1=O)C2=O. Cell line: SW837. Synergy scores: synergy=-8.37. (4) Drug 1: CN1C(=O)C=CC2(C)C3CCC4(C)C(NC(=O)OCC(F)(F)F)CCC4C3CCC12. Drug 2: COC12C(COC(N)=O)C3=C(C(=O)C(C)=C(N)C3=O)N1CC1NC12. Cell line: ZR751. Synergy scores: synergy=-30.9. (5) Drug 1: COC12C(COC(N)=O)C3=C(C(=O)C(C)=C(N)C3=O)N1CC1NC12. Drug 2: C=CCn1c(=O)c2cnc(Nc3ccc(N4CCN(C)CC4)cc3)nc2n1-c1cccc(C(C)(C)O)n1. Cell line: NCIH2122. Synergy scores: synergy=-0.0438. (6) Drug 1: N#Cc1ccc(Cn2cncc2CN2CCN(c3cccc(Cl)c3)C(=O)C2)cc1. Drug 2: COC1CC2CCC(C)C(O)(O2)C(=O)C(=O)N2CCCCC2C(=O)OC(C(C)CC2CCC(OP(C)(C)=O)C(OC)C2)CC(=O)C(C)C=C(C)C(O)C(OC)C(=O)C(C)CC(C)C=CC=CC=C1C. Cell line: CAOV3. Synergy scores: synergy=46.5. (7) Drug 1: COC12C(COC(N)=O)C3=C(C(=O)C(C)=C(N)C3=O)N1CC1NC12. Drug 2: CNC(=O)c1cc(Oc2ccc(NC(=O)Nc3ccc(Cl)c(C(F)(F)F)c3)cc2)ccn1. Cell line: NCIH1650. Synergy scores: synergy=-33.5. (8) Drug 1: N#Cc1ccc(Cn2cncc2CN2CCN(c3cccc(Cl)c3)C(=O)C2)cc1. Drug 2: Cn1cc(-c2cnn3c(N)c(Br)c(C4CCCNC4)nc23)cn1. Cell line: VCAP. Synergy scores: synergy=12.6. (9) Cell line: EFM192B. Synergy scores: synergy=59.1. Drug 2: Cn1cc(-c2cnn3c(N)c(Br)c(C4CCCNC4)nc23)cn1. Drug 1: C=CCn1c(=O)c2cnc(Nc3ccc(N4CCN(C)CC4)cc3)nc2n1-c1cccc(C(C)(C)O)n1. (10) Synergy scores: synergy=-192. Drug 1: NC(=O)c1cccc2cn(-c3ccc(C4CCCNC4)cc3)nc12. Drug 2: COC1=C2CC(C)CC(OC)C(O)C(C)C=C(C)C(OC(N)=O)C(OC)C=CC=C(C)C(=O)NC(=CC1=O)C2=O. Cell line: HT144.